From a dataset of Forward reaction prediction with 1.9M reactions from USPTO patents (1976-2016). Predict the product of the given reaction. (1) Given the reactants [F:1][C:2]1[CH:7]=[C:6]([N:8]2[CH:13]=[CH:12][CH:11]=[CH:10][C:9]2=[O:14])[CH:5]=[CH:4][C:3]=1[NH:15][C:16]([CH:18]1[CH2:22][CH:21]([CH2:23][NH:24][C:25]([C:27]2[S:28][C:29]([Cl:32])=[CH:30][CH:31]=2)=[O:26])[CH:20]([NH:33][CH3:34])[CH2:19]1)=[O:17].[CH3:35][S:36](Cl)(=[O:38])=[O:37], predict the reaction product. The product is: [F:1][C:2]1[CH:7]=[C:6]([N:8]2[CH:13]=[CH:12][CH:11]=[CH:10][C:9]2=[O:14])[CH:5]=[CH:4][C:3]=1[NH:15][C:16]([CH:18]1[CH2:22][CH:21]([CH2:23][NH:24][C:25]([C:27]2[S:28][C:29]([Cl:32])=[CH:30][CH:31]=2)=[O:26])[CH:20]([N:33]([S:36]([CH3:35])(=[O:38])=[O:37])[CH3:34])[CH2:19]1)=[O:17]. (2) Given the reactants [O:1]([CH2:8][C@H:9]1[O:11][CH2:10]1)[C:2]1[CH:7]=[CH:6][CH:5]=[CH:4][CH:3]=1.[CH2:12]([NH:19][CH:20]1[CH2:26][CH2:25][CH2:24][C:23]2[C:27]([OH:31])=[CH:28][CH:29]=[CH:30][C:22]=2[CH2:21]1)[C:13]1[CH:18]=[CH:17][CH:16]=[CH:15][CH:14]=1.FC(F)(F)S([O-])(=O)=O.[Yb+3].FC(F)(F)S([O-])(=O)=O.FC(F)(F)S([O-])(=O)=O, predict the reaction product. The product is: [CH2:12]([N:19]([CH:20]1[CH2:26][CH2:25][CH2:24][C:23]2[C:27]([OH:31])=[CH:28][CH:29]=[CH:30][C:22]=2[CH2:21]1)[CH2:10][C@H:9]([OH:11])[CH2:8][O:1][C:2]1[CH:3]=[CH:4][CH:5]=[CH:6][CH:7]=1)[C:13]1[CH:14]=[CH:15][CH:16]=[CH:17][CH:18]=1.